This data is from Forward reaction prediction with 1.9M reactions from USPTO patents (1976-2016). The task is: Predict the product of the given reaction. (1) Given the reactants [CH3:1][C:2]([CH3:23])([CH3:22])[C:3]#[C:4][C:5]1[S:9][C:8]([C:10]([O:12][CH3:13])=[O:11])=[C:7]([NH:14][CH2:15][C:16]2[CH:20]=[CH:19][N:18]([CH3:21])[N:17]=2)[CH:6]=1.N1C=CC=CC=1.[CH3:30][CH:31]1[CH2:36][CH2:35][CH:34]([C:37](Cl)=[O:38])[CH2:33][CH2:32]1, predict the reaction product. The product is: [CH3:1][C:2]([CH3:23])([CH3:22])[C:3]#[C:4][C:5]1[S:9][C:8]([C:10]([O:12][CH3:13])=[O:11])=[C:7]([N:14]([CH2:15][C:16]2[CH:20]=[CH:19][N:18]([CH3:21])[N:17]=2)[C:37]([C@H:34]2[CH2:35][CH2:36][C@H:31]([CH3:30])[CH2:32][CH2:33]2)=[O:38])[CH:6]=1. (2) Given the reactants [Cl:1][C:2]([F:46])([F:45])[O:3][C:4]1[C:5]([N:33]2[CH2:38][CH2:37][N:36]([C:39]3[CH:44]=[CH:43][CH:42]=[CH:41][N:40]=3)[CH2:35][CH2:34]2)=[C:6]([F:32])[CH:7]=[C:8]2[C:13]=1[N:12]([C:14]1[CH:19]=[CH:18][C:17]([CH2:20][N:21]3[CH2:25][CH2:24][CH2:23][CH2:22]3)=[CH:16][CH:15]=1)[CH:11]=[C:10]([C:26]([O:28]CC)=[O:27])[C:9]2=[O:31], predict the reaction product. The product is: [Cl:1][C:2]([F:45])([F:46])[O:3][C:4]1[C:5]([N:33]2[CH2:38][CH2:37][N:36]([C:39]3[CH:44]=[CH:43][CH:42]=[CH:41][N:40]=3)[CH2:35][CH2:34]2)=[C:6]([F:32])[CH:7]=[C:8]2[C:13]=1[N:12]([C:14]1[CH:19]=[CH:18][C:17]([CH2:20][N:21]3[CH2:22][CH2:23][CH2:24][CH2:25]3)=[CH:16][CH:15]=1)[CH:11]=[C:10]([C:26]([OH:28])=[O:27])[C:9]2=[O:31]. (3) Given the reactants I([O-])(=O)(=O)=[O:2].[Na+].[CH:7]1([S:12][C:13]2[CH:14]=[C:15]([CH:45]=[CH:46][CH:47]=2)[CH2:16][O:17][CH2:18][CH2:19][O:20][CH2:21][CH2:22][CH2:23][CH2:24][CH2:25][CH2:26][N:27]2[CH2:31][C@@H:30]([C:32]3[CH:43]=[CH:42][C:35]4[O:36][C:37]([CH3:41])([CH3:40])[O:38][CH2:39][C:34]=4[CH:33]=3)[O:29][C:28]2=[O:44])[CH2:11][CH2:10][CH2:9][CH2:8]1, predict the reaction product. The product is: [CH:7]1([S:12]([C:13]2[CH:14]=[C:15]([CH:45]=[CH:46][CH:47]=2)[CH2:16][O:17][CH2:18][CH2:19][O:20][CH2:21][CH2:22][CH2:23][CH2:24][CH2:25][CH2:26][N:27]2[CH2:31][C@@H:30]([C:32]3[CH:43]=[CH:42][C:35]4[O:36][C:37]([CH3:41])([CH3:40])[O:38][CH2:39][C:34]=4[CH:33]=3)[O:29][C:28]2=[O:44])=[O:2])[CH2:11][CH2:10][CH2:9][CH2:8]1. (4) Given the reactants C(O)(=O)C.[C:5]([NH:24][CH2:25][CH2:26][NH2:27])([C:18]1[CH:23]=[CH:22][CH:21]=[CH:20][CH:19]=1)([C:12]1[CH:17]=[CH:16][CH:15]=[CH:14][CH:13]=1)[C:6]1[CH:11]=[CH:10][CH:9]=[CH:8][CH:7]=1.C1C=C2N=NN(O)C2=CC=1.O.C(Cl)CCl.[CH3:43][C:44]1[CH:52]=[C:51]([C:53](O)=[O:54])[CH:50]=[C:49]([CH3:56])[C:45]=1[C:46]([OH:48])=[O:47], predict the reaction product. The product is: [CH3:43][C:44]1[CH:52]=[C:51]([C:53](=[O:54])[NH:27][CH2:26][CH2:25][NH:24][C:5]([C:12]2[CH:17]=[CH:16][CH:15]=[CH:14][CH:13]=2)([C:18]2[CH:19]=[CH:20][CH:21]=[CH:22][CH:23]=2)[C:6]2[CH:11]=[CH:10][CH:9]=[CH:8][CH:7]=2)[CH:50]=[C:49]([CH3:56])[C:45]=1[C:46]([OH:48])=[O:47]. (5) Given the reactants [O:1]=[C:2]1[NH:11][CH:10]([C:12]2[CH:19]=[CH:18][C:15]([C:16]#[N:17])=[CH:14][C:13]=2[S:20]([CH3:23])(=[O:22])=[O:21])[C:9]2[C:8](=[O:24])[CH2:7][CH2:6][CH2:5][C:4]=2[N:3]1[C:25]1[CH:30]=[CH:29][CH:28]=[C:27]([C:31](F)([F:33])[F:32])[CH:26]=1.BrC1C=CC(C2C3C(=O)CCCC=3N(C3C=CC=C(C(F)F)C=3)C(=O)N2)=C(S(C)(=O)=O)C=1, predict the reaction product. The product is: [F:33][CH:31]([F:32])[C:27]1[CH:26]=[C:25]([N:3]2[C:4]3[CH2:5][CH2:6][CH2:7][C:8](=[O:24])[C:9]=3[CH:10]([C:12]3[CH:19]=[CH:18][C:15]([C:16]#[N:17])=[CH:14][C:13]=3[S:20]([CH3:23])(=[O:22])=[O:21])[NH:11][C:2]2=[O:1])[CH:30]=[CH:29][CH:28]=1.